From a dataset of Forward reaction prediction with 1.9M reactions from USPTO patents (1976-2016). Predict the product of the given reaction. (1) The product is: [CH2:27]([O:34][C:35]1[C:36]([CH2:65][CH3:66])=[C:37]([CH2:55][CH2:56][N:57]2[CH:7]([C:8]([O:10][CH3:11])=[O:9])[CH2:6][O:12][C:58]2=[O:64])[C:38]([C:49]2[CH:54]=[CH:53][CH:52]=[CH:51][CH:50]=2)=[C:39]([O:41][CH2:42][C:43]2[CH:48]=[CH:47][CH:46]=[CH:45][CH:44]=2)[CH:40]=1)[C:28]1[CH:33]=[CH:32][CH:31]=[CH:30][CH:29]=1. Given the reactants C(O)(=O)C.N[CH:6]([OH:12])[CH2:7][C:8]([O:10][CH3:11])=[O:9].C(O[BH-](OC(=O)C)OC(=O)C)(=O)C.[Na+].[CH2:27]([O:34][C:35]1[C:36]([CH2:65][CH3:66])=[C:37]([CH2:55][CH2:56][NH:57][CH:58]([OH:64])CC(OC)=O)[C:38]([C:49]2[CH:54]=[CH:53][CH:52]=[CH:51][CH:50]=2)=[C:39]([O:41][CH2:42][C:43]2[CH:48]=[CH:47][CH:46]=[CH:45][CH:44]=2)[CH:40]=1)[C:28]1[CH:33]=[CH:32][CH:31]=[CH:30][CH:29]=1, predict the reaction product. (2) Given the reactants [F:1][C:2]1[CH:3]=[C:4]([C:9](=[C:14]2[CH2:17][N:16]([C:18]([O:20][C:21]([CH3:24])([CH3:23])[CH3:22])=[O:19])[CH2:15]2)[C:10]([CH3:13])([CH3:12])[CH3:11])[CH:5]=[C:6]([F:8])[CH:7]=1.[H][H], predict the reaction product. The product is: [F:8][C:6]1[CH:5]=[C:4]([CH:9]([CH:14]2[CH2:15][N:16]([C:18]([O:20][C:21]([CH3:24])([CH3:23])[CH3:22])=[O:19])[CH2:17]2)[C:10]([CH3:11])([CH3:12])[CH3:13])[CH:3]=[C:2]([F:1])[CH:7]=1.